Task: Predict which catalyst facilitates the given reaction.. Dataset: Catalyst prediction with 721,799 reactions and 888 catalyst types from USPTO (1) Reactant: C(OC([N:8]1[CH2:12][CH2:11][CH:10]([CH2:13][N:14]([C:16]2[S:17][C:18]3[CH:24]=[C:23]([NH:25][C:26]([C:28]4[CH:33]=[CH:32][C:31]([C:34]5[CH:39]=[CH:38][C:37]([F:40])=[CH:36][CH:35]=5)=[CH:30][CH:29]=4)=[O:27])[CH:22]=[CH:21][C:19]=3[N:20]=2)[CH3:15])[CH2:9]1)=O)(C)(C)C.FC(F)(F)C(O)=O. Product: [CH3:15][N:14]([CH2:13][CH:10]1[CH2:11][CH2:12][NH:8][CH2:9]1)[C:16]1[S:17][C:18]2[CH:24]=[C:23]([NH:25][C:26]([C:28]3[CH:29]=[CH:30][C:31]([C:34]4[CH:39]=[CH:38][C:37]([F:40])=[CH:36][CH:35]=4)=[CH:32][CH:33]=3)=[O:27])[CH:22]=[CH:21][C:19]=2[N:20]=1. The catalyst class is: 2. (2) Reactant: [CH2:1](N)[CH2:2][CH2:3][CH2:4][CH2:5][CH2:6][CH2:7][CH2:8][CH2:9][CH2:10][CH2:11][CH2:12][CH2:13][CH2:14][CH2:15][CH2:16][CH2:17][CH3:18].[C:20]1(=[O:26])[O:25][C:23](=[O:24])[CH:22]=[CH:21]1.C(O[CH2:30][CH2:31][CH2:32][CH2:33][OH:34])=C.CN([C:38]1[CH:43]=[CH:42][CH:41]=[CH:40]N=1)C.C(N=C=N[CH:50]([CH3:52])[CH3:51])(C)C. Product: [C:23]([O:34][CH2:33][CH2:32][CH2:31][CH2:30][CH2:38][CH2:43][CH2:42][CH2:41][CH2:40][CH2:1][CH2:2][CH2:3][CH2:4][CH2:5][CH2:6][CH2:52][CH2:50][CH3:51])(=[O:24])/[CH:22]=[CH:21]\[C:20]([O:25][CH2:1][CH2:2][CH2:3][CH2:4][CH2:5][CH2:6][CH2:7][CH2:8][CH2:9][CH2:10][CH2:11][CH2:12][CH2:13][CH2:14][CH2:15][CH2:16][CH2:17][CH3:18])=[O:26]. The catalyst class is: 2. (3) Reactant: Cl.Cl.[NH2:3][C@@H:4]1[C:10](=[O:11])[N:9]([CH2:12][C:13]2[C:22]3[C:17](=[CH:18][CH:19]=[CH:20][CH:21]=3)[N:16]=[CH:15][C:14]=2[CH:23]2[CH2:25][CH2:24]2)[C:8]2[CH:26]=[CH:27][C:28]([C:30]#[N:31])=[CH:29][C:7]=2[NH:6][C@H:5]1[CH3:32].[C:33]([N:40]([CH3:46])[C@H:41]([C:43](O)=[O:44])[CH3:42])([O:35][C:36]([CH3:39])([CH3:38])[CH3:37])=[O:34].C(N(CC)C(C)C)(C)C.CN(C(ON1N=NC2C=CC=CC1=2)=[N+](C)C)C.F[P-](F)(F)(F)(F)F. Product: [C:30]([C:28]1[CH:27]=[CH:26][C:8]2[N:9]([CH2:12][C:13]3[C:22]4[C:17](=[CH:18][CH:19]=[CH:20][CH:21]=4)[N:16]=[CH:15][C:14]=3[CH:23]3[CH2:25][CH2:24]3)[C:10](=[O:11])[C@@H:4]([NH:3][C:43](=[O:44])[C@@H:41]([N:40]([CH3:46])[C:33](=[O:34])[O:35][C:36]([CH3:37])([CH3:39])[CH3:38])[CH3:42])[C@H:5]([CH3:32])[NH:6][C:7]=2[CH:29]=1)#[N:31]. The catalyst class is: 31. (4) Reactant: Br[C:2]1[CH:3]=[C:4]([CH:10]2[O:14]CCO2)[CH:5]=[CH:6][C:7]=1[O:8][CH3:9].[CH2:15]([NH2:17])[CH3:16].CC(C)([O-])C.[Na+].Cl. Product: [CH2:15]([NH:17][C:2]1[CH:3]=[C:4]([CH:5]=[CH:6][C:7]=1[O:8][CH3:9])[CH:10]=[O:14])[CH3:16]. The catalyst class is: 733. (5) Reactant: Cl[CH:2]([C:23]1[CH:28]=[CH:27][CH:26]=[CH:25][CH:24]=1)[C:3]([C:5]1[C:13]2[C:8](=[CH:9][CH:10]=[CH:11][CH:12]=2)[N:7]([S:14]([C:17]2[N:18]=[CH:19][N:20]([CH3:22])[CH:21]=2)(=[O:16])=[O:15])[CH:6]=1)=[O:4].[CH3:29][O:30][C:31]1[CH:36]=[CH:35][CH:34]=[C:33]([NH2:37])[CH:32]=1. Product: [CH3:29][O:30][C:31]1[CH:32]=[C:33]([NH:37][CH:2]([C:23]2[CH:28]=[CH:27][CH:26]=[CH:25][CH:24]=2)[C:3]([C:5]2[C:13]3[C:8](=[CH:9][CH:10]=[CH:11][CH:12]=3)[N:7]([S:14]([C:17]3[N:18]=[CH:19][N:20]([CH3:22])[CH:21]=3)(=[O:16])=[O:15])[CH:6]=2)=[O:4])[CH:34]=[CH:35][CH:36]=1. The catalyst class is: 10. (6) Reactant: [CH:1](NC(C)C)([CH3:3])[CH3:2].[Li].[C:9]1([CH:15]([N:17]2[CH2:21][CH2:20][CH2:19][C:18]2=[O:22])C)[CH:14]=[CH:13][CH:12]=[CH:11][CH:10]=1.[CH2:23](Br)CC.C(O)(=O)C. Product: [CH2:15]([N:17]1[CH2:21][CH2:20][CH:19]([CH2:2][CH2:1][CH3:3])[C:18]1=[O:22])[CH2:9][C:14]1[CH:23]=[CH:10][CH:11]=[CH:12][CH:13]=1. The catalyst class is: 7. (7) Reactant: [CH2:1]([N:4]([CH2:26][CH2:27][CH3:28])[C:5]([CH2:7][O:8][C:9]([CH2:11][CH2:12][NH:13][S:14]([C:17]1[CH:18]=[C:19]([CH:23]=[CH:24][CH:25]=1)[C:20](O)=[O:21])(=[O:16])=[O:15])=[O:10])=[O:6])[CH2:2][CH3:3].CN1CCOCC1.C1C=C2N=NN(O)C2=CC=1.O.Cl.[NH:48]1[C:52]2([CH2:57][CH2:56][NH:55][CH2:54][CH2:53]2)[CH2:51][NH:50]/[C:49]/1=[N:58]\[C:59]([C:61]1[C:66]([NH2:67])=[N:65][C:64]([NH2:68])=[C:63]([Cl:69])[N:62]=1)=[O:60].CCN=C=NCCCN(C)C.Cl.CC1OCCC1.C([O-])([O-])=O.[Na+].[Na+]. Product: [CH2:1]([N:4]([CH2:26][CH2:27][CH3:28])[C:5]([CH2:7][O:8][C:9](=[O:10])[CH2:11][CH2:12][NH:13][S:14]([C:17]1[CH:25]=[CH:24][CH:23]=[C:19]([C:20]([N:55]2[CH2:56][CH2:57][C:52]3([NH:48]/[C:49](=[N:58]/[C:59]([C:61]4[C:66]([NH2:67])=[N:65][C:64]([NH2:68])=[C:63]([Cl:69])[N:62]=4)=[O:60])/[NH:50][CH2:51]3)[CH2:53][CH2:54]2)=[O:21])[CH:18]=1)(=[O:16])=[O:15])=[O:6])[CH2:2][CH3:3]. The catalyst class is: 20. (8) Reactant: [CH3:1][N:2]([CH2:10][CH2:11][S:12][S:13][C:14]1[CH:19]=[CH:18][CH:17]=[CH:16][N:15]=1)C(=O)OC(C)(C)C.[C:20]([OH:26])([C:22]([F:25])([F:24])[F:23])=[O:21]. Product: [F:23][C:22]([F:25])([F:24])[C:20]([OH:26])=[O:21].[CH3:1][NH:2][CH2:10][CH2:11][S:12][S:13][C:14]1[CH:19]=[CH:18][CH:17]=[CH:16][N:15]=1. The catalyst class is: 4.